From a dataset of CYP1A2 inhibition data for predicting drug metabolism from PubChem BioAssay. Regression/Classification. Given a drug SMILES string, predict its absorption, distribution, metabolism, or excretion properties. Task type varies by dataset: regression for continuous measurements (e.g., permeability, clearance, half-life) or binary classification for categorical outcomes (e.g., BBB penetration, CYP inhibition). Dataset: cyp1a2_veith. (1) The drug is CN[C@]1(C)[C@@H]2CC[C@@H](C2)C1(C)C. The result is 0 (non-inhibitor). (2) The compound is CCC1C(=O)N=C(SCC(=O)Nc2ccc(C(=O)OC)cc2)NC1=O. The result is 1 (inhibitor). (3) The compound is c1ccc2nc(C3=NCCN3)cnc2c1. The result is 1 (inhibitor).